From a dataset of Catalyst prediction with 721,799 reactions and 888 catalyst types from USPTO. Predict which catalyst facilitates the given reaction. (1) Reactant: [Br:1][C:2]1[N:7]=[C:6]([CH2:8][OH:9])[CH:5]=[CH:4][C:3]=1[O:10][CH2:11][CH2:12][O:13][Si:14]([C:17]([CH3:20])([CH3:19])[CH3:18])([CH3:16])[CH3:15].I(C1C=CC=CC=1C(O)=O)(=O)=O. Product: [Br:1][C:2]1[N:7]=[C:6]([CH:8]=[O:9])[CH:5]=[CH:4][C:3]=1[O:10][CH2:11][CH2:12][O:13][Si:14]([C:17]([CH3:20])([CH3:19])[CH3:18])([CH3:15])[CH3:16]. The catalyst class is: 16. (2) Reactant: [S:1]1[C:9]2[C:4](=[N:5][CH:6]=[CH:7][C:8]=2O)[CH:3]=[CH:2]1.O=P(Cl)(Cl)[Cl:13].[NH4+].[OH-]. Product: [Cl:13][C:8]1[CH:7]=[CH:6][N:5]=[C:4]2[CH:3]=[CH:2][S:1][C:9]=12. The catalyst class is: 6. (3) Reactant: [Cl:1][C:2]1[CH:7]=[CH:6][N:5]=[C:4]2[N:8]([C:14]3[CH:21]=[CH:20][C:17]([C:18]#[N:19])=[C:16]([N+:22]([O-])=O)[CH:15]=3)[N:9]=[C:10]([CH:11]([CH3:13])[CH3:12])[C:3]=12.[Cl-].[NH4+].C1C[O:30]CC1. Product: [NH2:22][C:16]1[CH:15]=[C:14]([N:8]2[C:4]3=[N:5][CH:6]=[CH:7][C:2]([Cl:1])=[C:3]3[C:10]([CH:11]([CH3:13])[CH3:12])=[N:9]2)[CH:21]=[CH:20][C:17]=1[C:18]([NH2:19])=[O:30]. The catalyst class is: 406.